This data is from Catalyst prediction with 721,799 reactions and 888 catalyst types from USPTO. The task is: Predict which catalyst facilitates the given reaction. (1) Reactant: [N:1]1([C:7]2[N:12]=[CH:11][N:10]=[C:9]([NH:13][C:14]3[S:15][C:16]([C:19]#[N:20])=[CH:17][N:18]=3)[CH:8]=2)[CH2:6][CH2:5][NH:4][CH2:3][CH2:2]1.[Cl-].Cl[CH2:23][CH2:24][NH+:25]1[CH2:30][CH2:29][S:28](=[O:32])(=[O:31])[CH2:27][CH2:26]1.CCN(C(C)C)C(C)C. Product: [O:31]=[S:28]1(=[O:32])[CH2:29][CH2:30][N:25]([CH2:24][CH2:23][N:4]2[CH2:5][CH2:6][N:1]([C:7]3[N:12]=[CH:11][N:10]=[C:9]([NH:13][C:14]4[S:15][C:16]([C:19]#[N:20])=[CH:17][N:18]=4)[CH:8]=3)[CH2:2][CH2:3]2)[CH2:26][CH2:27]1. The catalyst class is: 3. (2) Reactant: [Br:1][C:2]1[CH:3]=[C:4]2[CH:10]=[N:9][NH:8][C:5]2=[N:6][CH:7]=1.[OH-].[K+].[I:13]I. Product: [Br:1][C:2]1[CH:3]=[C:4]2[C:10]([I:13])=[N:9][NH:8][C:5]2=[N:6][CH:7]=1. The catalyst class is: 9.